Dataset: Reaction yield outcomes from USPTO patents with 853,638 reactions. Task: Predict the reaction yield, written as a fraction of the theoretical maximum amount of product (1.0 means a 100% yield; for example, 0.34 means a 34% yield). (1) The reactants are [CH3:1][N:2]1[C:6]([N:7]2[CH:11]=[CH:10][C:9]([C:12]([O:14][CH3:15])=[O:13])=[CH:8]2)=[CH:5][CH:4]=[N:3]1.C1C(=O)N([Cl:23])C(=O)C1. The catalyst is O1CCCC1. The product is [Cl:23][C:11]1[N:7]([C:6]2[N:2]([CH3:1])[N:3]=[CH:4][CH:5]=2)[CH:8]=[C:9]([C:12]([O:14][CH3:15])=[O:13])[CH:10]=1.[Cl:23][C:5]1[CH:4]=[N:3][N:2]([CH3:1])[C:6]=1[N:7]1[CH:11]=[CH:10][C:9]([C:12]([O:14][CH3:15])=[O:13])=[CH:8]1.[Cl:23][C:8]1[N:7]([C:6]2[N:2]([CH3:1])[N:3]=[CH:4][CH:5]=2)[CH:11]=[CH:10][C:9]=1[C:12]([O:14][CH3:15])=[O:13]. The yield is 0.383. (2) The reactants are [ClH:1].C(OCC)C.[CH3:7][C:8]1[CH:13]=[C:12]([C:14]2[CH:15]=[CH:16][C:17]3[N:23]4[CH2:24][C@H:20]([CH2:21][CH2:22]4)[N:19]([C:25]([NH:27][CH2:28][CH2:29][C:30]4[CH:35]=[CH:34][CH:33]=[CH:32][N:31]=4)=[O:26])[C:18]=3[N:36]=2)[CH:11]=[CH:10][N:9]=1. No catalyst specified. The product is [ClH:1].[CH3:7][C:8]1[CH:13]=[C:12]([C:14]2[CH:15]=[CH:16][C:17]3[N:23]4[CH2:24][C@H:20]([CH2:21][CH2:22]4)[N:19]([C:25]([NH:27][CH2:28][CH2:29][C:30]4[CH:35]=[CH:34][CH:33]=[CH:32][N:31]=4)=[O:26])[C:18]=3[N:36]=2)[CH:11]=[CH:10][N:9]=1. The yield is 0.900. (3) The product is [F:1][C:2]1[CH:3]=[C:4]([C:10]2[C:15]([C:16]3[CH:21]=[CH:20][C:19]([O:22][CH3:23])=[C:18]([F:24])[CH:17]=3)=[N:14][N:13]([CH2:33][CH:32]=[CH:31][C:30]3[CH:35]=[CH:36][C:27]([Cl:26])=[CH:28][CH:29]=3)[C:12](=[O:25])[CH:11]=2)[CH:5]=[CH:6][C:7]=1[O:8][CH3:9]. The yield is 0.429. The reactants are [F:1][C:2]1[CH:3]=[C:4]([C:10]2[C:15]([C:16]3[CH:21]=[CH:20][C:19]([O:22][CH3:23])=[C:18]([F:24])[CH:17]=3)=[N:14][NH:13][C:12](=[O:25])[CH:11]=2)[CH:5]=[CH:6][C:7]=1[O:8][CH3:9].[Cl:26][C:27]1[CH:36]=[CH:35][C:30]([CH:31]=[CH:32][CH2:33]Cl)=[CH:29][CH:28]=1. No catalyst specified.